Predict which catalyst facilitates the given reaction. From a dataset of Catalyst prediction with 721,799 reactions and 888 catalyst types from USPTO. Reactant: [F:1][C:2]1[CH:3]=[CH:4][C:5]([N+:19]([O-])=O)=[C:6]([CH:18]=1)[O:7][CH:8]1[CH2:17][CH2:16][C:11]2([O:15][CH2:14][CH2:13][O:12]2)[CH2:10][CH2:9]1.C([O-])=O.[NH4+]. Product: [O:12]1[C:11]2([CH2:16][CH2:17][CH:8]([O:7][C:6]3[CH:18]=[C:2]([F:1])[CH:3]=[CH:4][C:5]=3[NH2:19])[CH2:9][CH2:10]2)[O:15][CH2:14][CH2:13]1. The catalyst class is: 19.